Predict the product of the given reaction. From a dataset of Forward reaction prediction with 1.9M reactions from USPTO patents (1976-2016). (1) Given the reactants [N:1]12[CH2:8][CH2:7][CH:4]([CH2:5][CH2:6]1)[C@@H:3]([OH:9])[CH2:2]2.C[O:11][C:12]([C:14]1([C:21]2[CH:26]=[CH:25][CH:24]=[CH:23][CH:22]=2)[CH2:20][CH2:19][CH2:18][CH2:17][CH2:16][CH2:15]1)=O, predict the reaction product. The product is: [N:1]12[CH2:8][CH2:7][CH:4]([CH2:5][CH2:6]1)[C@@H:3]([O:9][C:12]([C:14]1([C:21]3[CH:26]=[CH:25][CH:24]=[CH:23][CH:22]=3)[CH2:15][CH2:16][CH2:17][CH2:18][CH2:19][CH2:20]1)=[O:11])[CH2:2]2. (2) Given the reactants I[C:2]1[CH:7]=[CH:6][C:5]([S:8]([NH:11][CH2:12][C:13]2[CH:27]=[CH:26][C:16]([C:17]([NH:19][C:20]3[CH:21]=[N:22][CH:23]=[CH:24][CH:25]=3)=[O:18])=[CH:15][CH:14]=2)(=[O:10])=[O:9])=[CH:4][CH:3]=1.[Si]([C:32]#[CH:33])(C)(C)C.C([O-])([O-])=O.[K+].[K+], predict the reaction product. The product is: [C:32]([C:2]1[CH:7]=[CH:6][C:5]([S:8]([NH:11][CH2:12][C:13]2[CH:27]=[CH:26][C:16]([C:17]([NH:19][C:20]3[CH:21]=[N:22][CH:23]=[CH:24][CH:25]=3)=[O:18])=[CH:15][CH:14]=2)(=[O:10])=[O:9])=[CH:4][CH:3]=1)#[CH:33]. (3) Given the reactants [I:1]Cl.[CH3:3][N:4]1[CH:8]=[C:7]([C:9]2[CH:14]=[CH:13][N:12]=[C:11]3[N:15]([S:22]([C:25]4[CH:30]=[CH:29][CH:28]=[CH:27][CH:26]=4)(=[O:24])=[O:23])[C:16]([Si](C)(C)C)=[CH:17][C:10]=23)[C:6]([C:31]2[CH:36]=[CH:35][C:34]([N+:37]([O-:39])=[O:38])=[CH:33][CH:32]=2)=[N:5]1, predict the reaction product. The product is: [I:1][C:16]1[N:15]([S:22]([C:25]2[CH:30]=[CH:29][CH:28]=[CH:27][CH:26]=2)(=[O:24])=[O:23])[C:11]2=[N:12][CH:13]=[CH:14][C:9]([C:7]3[C:6]([C:31]4[CH:36]=[CH:35][C:34]([N+:37]([O-:39])=[O:38])=[CH:33][CH:32]=4)=[N:5][N:4]([CH3:3])[CH:8]=3)=[C:10]2[CH:17]=1. (4) The product is: [CH2:2]([O:4][C:5](=[O:8])[CH2:6][NH:7][C:17]([O:19][CH:20]([N:41]1[N:40]=[C:39]([C:43]#[N:44])[C:38]([C:30]2[CH:31]=[C:32]([C:34]([F:35])([F:36])[F:37])[CH:33]=[C:28]([C:25]3[CH:26]=[CH:27][S:23][CH:24]=3)[CH:29]=2)=[N:42]1)[CH3:21])=[O:18])[CH3:3]. Given the reactants Cl.[CH2:2]([O:4][C:5](=[O:8])[CH2:6][NH2:7])[CH3:3].CCN(CC)CC.Cl[C:17]([O:19][CH:20](Cl)[CH3:21])=[O:18].[S:23]1[CH:27]=[CH:26][C:25]([C:28]2[CH:29]=[C:30]([C:38]3[N:42]=[N:41][NH:40][C:39]=3[C:43]#[N:44])[CH:31]=[C:32]([C:34]([F:37])([F:36])[F:35])[CH:33]=2)=[CH:24]1.C(=O)(O)[O-].[Na+], predict the reaction product. (5) Given the reactants [ClH:1].O1CCOCC1.[CH2:8]([O:15][C:16]([C:18]1([NH:24][C:25]([O:27][CH:28]2[CH2:33][CH2:32][N:31](C(OC(C)(C)C)=O)[CH2:30][CH2:29]2)=[O:26])[CH2:23][CH2:22][CH2:21][CH2:20][CH2:19]1)=[O:17])[C:9]1[CH:14]=[CH:13][CH:12]=[CH:11][CH:10]=1, predict the reaction product. The product is: [ClH:1].[CH2:8]([O:15][C:16]([C:18]1([NH:24][C:25]([O:27][CH:28]2[CH2:29][CH2:30][NH:31][CH2:32][CH2:33]2)=[O:26])[CH2:19][CH2:20][CH2:21][CH2:22][CH2:23]1)=[O:17])[C:9]1[CH:10]=[CH:11][CH:12]=[CH:13][CH:14]=1. (6) Given the reactants [Cl:1][C:2]1[C:3]([CH3:12])=[C:4]([C:7]([OH:11])=[CH:8][C:9]=1[CH3:10])[CH:5]=O.C([O-])([O-])=O.[K+].[K+].[F:19][C:20]([F:29])([F:28])/[CH:21]=[CH:22]/[C:23]([O:25][CH2:26][CH3:27])=[O:24], predict the reaction product. The product is: [Cl:1][C:2]1[C:3]([CH3:12])=[C:4]2[C:7](=[CH:8][C:9]=1[CH3:10])[O:11][CH:21]([C:20]([F:19])([F:29])[F:28])[C:22]([C:23]([O:25][CH2:26][CH3:27])=[O:24])=[CH:5]2. (7) Given the reactants [CH:1]1([C:4]2[C:5]([O:14][C@@H:15]3[CH2:20][CH2:19][CH2:18][N:17]([C@H:21]([C:23]4[CH:28]=[C:27]([Cl:29])[CH:26]=[C:25]([Cl:30])[CH:24]=4)[CH3:22])[CH2:16]3)=[CH:6][C:7]([F:13])=[C:8]([CH:12]=2)[C:9]([O-:11])=[O:10])[CH2:3][CH2:2]1.[OH-].[Li+].Cl, predict the reaction product. The product is: [CH:1]1([C:4]2[C:5]([O:14][C@@H:15]3[CH2:20][CH2:19][CH2:18][N:17]([C@H:21]([C:23]4[CH:28]=[C:27]([Cl:29])[CH:26]=[C:25]([Cl:30])[CH:24]=4)[CH3:22])[CH2:16]3)=[CH:6][C:7]([F:13])=[C:8]([CH:12]=2)[C:9]([OH:11])=[O:10])[CH2:3][CH2:2]1. (8) Given the reactants [Cl:1][C:2]1[CH:24]=[CH:23][C:5]([O:6][C:7]2[CH:12]=[CH:11][C:10]([CH2:13][CH2:14][NH:15][C:16]3[NH:17][CH:18]=[CH:19][C:20](=[O:22])[N:21]=3)=[CH:9][CH:8]=2)=[CH:4][C:3]=1[C:25]([F:28])([F:27])[F:26].[CH2:29]=O.[NH:31]1[CH2:35][CH2:34][CH2:33][CH2:32]1, predict the reaction product. The product is: [Cl:1][C:2]1[CH:24]=[CH:23][C:5]([O:6][C:7]2[CH:8]=[CH:9][C:10]([CH2:13][CH2:14][NH:15][C:16]3[NH:17][CH:18]=[C:19]([CH2:29][N:31]4[CH2:35][CH2:34][CH2:33][CH2:32]4)[C:20](=[O:22])[N:21]=3)=[CH:11][CH:12]=2)=[CH:4][C:3]=1[C:25]([F:26])([F:28])[F:27]. (9) The product is: [C:12]([OH:14])(=[O:13])[CH2:11][CH2:10][CH2:9][CH2:8][CH2:7][CH2:6][CH2:5][CH2:4][CH2:3][CH2:2][CH3:1].[C:42]([OH:44])(=[O:43])[CH2:41][CH2:40][CH2:39][CH2:38][CH2:37][CH2:36][CH2:35][CH2:34][CH2:33][CH2:32][CH2:31][CH2:30][CH3:29].[C:72]([OH:74])(=[O:73])[CH2:71][CH2:70][CH2:69][CH2:68][CH2:67][CH2:66][CH2:65]/[CH:64]=[CH:63]\[CH2:62][CH2:61][CH2:60][CH2:59][CH2:58][CH2:57][CH2:56][CH3:55].[C:42]([OH:44])(=[O:43])[CH2:41][CH2:40][CH2:39][CH2:38][CH2:37][CH2:36][CH2:35]/[CH:34]=[CH:33]\[CH2:32]/[CH:31]=[CH:30]\[CH2:29][CH2:28][CH2:27][CH2:26][CH3:25]. Given the reactants [CH3:1][CH2:2][CH2:3][CH2:4][CH2:5][CH2:6][CH2:7][CH2:8][CH2:9][CH2:10][CH2:11][C:12]([O:14]CC(O)[C@H]1OC[C@H](O)[C@H]1O)=[O:13].[CH3:25][CH2:26][CH2:27][CH2:28][CH2:29][CH2:30][CH2:31][CH2:32][CH2:33][CH2:34][CH2:35][CH2:36][CH2:37][CH2:38][CH2:39][CH2:40][CH2:41][C:42]([O:44]CC(O)[C@H]1OC[C@H](O)[C@H]1O)=[O:43].[CH3:55][CH2:56][CH2:57][CH2:58][CH2:59][CH2:60][CH2:61][CH2:62]/[CH:63]=[CH:64]\[CH2:65][CH2:66][CH2:67][CH2:68][CH2:69][CH2:70][CH2:71][C:72]([O:74]CC(O)[C@H]1OC[C@H](O)[C@H]1O)=[O:73].CCCCCCCCCCCCCCCC(OCC(O)[C@H]1OC[C@H](O)[C@H]1O)=O.C1OC(C(O)CO)[C@@H](O)C1O, predict the reaction product.